Dataset: Forward reaction prediction with 1.9M reactions from USPTO patents (1976-2016). Task: Predict the product of the given reaction. Given the reactants [CH2:1]([N:4]([CH2:12][CH:13]=[CH2:14])[C:5]1[CH:10]=[CH:9][CH:8]=[C:7]([Br:11])[CH:6]=1)[CH:2]=[CH2:3].[CH3:15][N:16]([CH3:24])[C:17]1[CH:22]=[CH:21][CH:20]=[C:19]([Br:23])[CH:18]=1.[CH2:25]=O.[OH-].[Na+], predict the reaction product. The product is: [Br:23][C:19]1[CH:18]=[C:17]([N:16]([CH3:24])[CH3:15])[CH:22]=[CH:21][C:20]=1[CH2:25][C:8]1[CH:9]=[CH:10][C:5]([N:4]([CH2:1][CH:2]=[CH2:3])[CH2:12][CH:13]=[CH2:14])=[CH:6][C:7]=1[Br:11].